This data is from Reaction yield outcomes from USPTO patents with 853,638 reactions. The task is: Predict the reaction yield, written as a fraction of the theoretical maximum amount of product (1.0 means a 100% yield; for example, 0.34 means a 34% yield). (1) The reactants are [F:1][C:2]1([F:47])[CH2:5][CH:4]([NH:6][C:7]([NH:9][C@:10]([C:32]2[CH:37]=[CH:36][C:35]([F:38])=[C:34](/[CH:39]=C/C3C=CC=CC=3)[CH:33]=2)([C:18]2[CH:23]=[C:22]([O:24][C:25]([F:30])([F:29])[CH:26]([F:28])[F:27])[CH:21]=[C:20]([F:31])[CH:19]=2)[CH2:11][C:12]2[CH:17]=[CH:16][CH:15]=[CH:14][CH:13]=2)=[O:8])[CH2:3]1.C[N+]1([O-])CC[O:52]CC1. The catalyst is C(Cl)Cl. The product is [F:1][C:2]1([F:47])[CH2:5][CH:4]([NH:6][C:7]([NH:9][C@:10]([C:32]2[CH:37]=[CH:36][C:35]([F:38])=[C:34]([CH:39]=[O:52])[CH:33]=2)([C:18]2[CH:23]=[C:22]([O:24][C:25]([F:29])([F:30])[CH:26]([F:28])[F:27])[CH:21]=[C:20]([F:31])[CH:19]=2)[CH2:11][C:12]2[CH:13]=[CH:14][CH:15]=[CH:16][CH:17]=2)=[O:8])[CH2:3]1. The yield is 0.230. (2) The reactants are [N:1]1[CH:6]=[CH:5][C:4]([C:7]2[CH:8]=[C:9]([C:16]([O:18][CH3:19])=[O:17])[C:10]3[CH2:11][CH2:12][NH:13][C:14]=3[CH:15]=2)=[CH:3][CH:2]=1.CN(C(ON1N=NC2C=CC=CC1=2)=[N+](C)C)C.F[P-](F)(F)(F)(F)F.[C:44]([O:48][C:49]([C@@H:51]([CH2:55][C:56]1[CH:61]=[CH:60][CH:59]=[CH:58][CH:57]=1)[C:52](O)=[O:53])=[O:50])([CH3:47])([CH3:46])[CH3:45].CCN(C(C)C)C(C)C. The catalyst is CN(C=O)C. The product is [C:44]([O:48][C:49]([C@@H:51]([CH2:55][C:56]1[CH:57]=[CH:58][CH:59]=[CH:60][CH:61]=1)[C:52]([N:13]1[C:14]2[CH:15]=[C:7]([C:4]3[CH:5]=[CH:6][N:1]=[CH:2][CH:3]=3)[CH:8]=[C:9]([C:16]([O:18][CH3:19])=[O:17])[C:10]=2[CH2:11][CH2:12]1)=[O:53])=[O:50])([CH3:47])([CH3:45])[CH3:46]. The yield is 0.523. (3) The reactants are [Na:1].[O:2]1[CH2:7][CH2:6][O:5][CH2:4][CH:3]1[CH2:8][O:9][C:10]1[CH:15]=[CH:14][N:13]=[C:12]([CH2:16][S:17]([C:19]2[NH:23][C:22]3[CH:24]=[CH:25][CH:26]=[CH:27][C:21]=3[N:20]=2)=[O:18])[C:11]=1[CH3:28].Cl[C:30]1C(C)=C[N+]([O-])=C(C)C=1C. No catalyst specified. The product is [Na:1].[O:2]1[CH2:7][CH2:6][O:5][CH2:4][CH:3]1[CH2:8][O:9][C:10]1[C:15]([CH3:30])=[CH:14][N:13]=[C:12]([CH2:16][S:17]([C:19]2[NH:20][C:21]3[CH:27]=[CH:26][CH:25]=[CH:24][C:22]=3[N:23]=2)=[O:18])[C:11]=1[CH3:28]. The yield is 0.180. (4) The reactants are [OH:1][CH:2]1[CH:7]([NH:8][C:9](=[O:15])[O:10][C:11]([CH3:14])([CH3:13])[CH3:12])[CH:6]=[C:5]([C:16]2[CH:21]=[CH:20][N:19]=[CH:18][C:17]=2[N+:22]([O-:24])=[O:23])[CH2:4][CH:3]1[CH3:25].[CH3:26][C:27](OC(C)=O)=[O:28]. The catalyst is N1C=CC=CC=1. The product is [C:27]([O:1][CH:2]1[CH:3]([CH3:25])[CH2:4][C:5]([C:16]2[CH:21]=[CH:20][N:19]=[CH:18][C:17]=2[N+:22]([O-:24])=[O:23])=[CH:6][CH:7]1[NH:8][C:9]([O:10][C:11]([CH3:12])([CH3:13])[CH3:14])=[O:15])(=[O:28])[CH3:26]. The yield is 0.940. (5) The reactants are [CH2:1]([O:8][C:9]1[CH:10]=[C:11]([C:16]2[N:21]=[C:20]([C:22]([O:24][CH3:25])=[O:23])[CH:19]=[CH:18][C:17]=2B2OC(C)(C)C(C)(C)O2)[CH:12]=[CH:13][C:14]=1[Cl:15])[C:2]1[CH:7]=[CH:6][CH:5]=[CH:4][CH:3]=1.Cl[C:36]1[C:41]([Cl:42])=[CH:40][CH:39]=[CH:38][N:37]=1.C([O-])([O-])=O.[K+].[K+].CCOC(C)=O. The catalyst is COCCOC.O.[Cl-].[Na+].O.C1C=CC([P]([Pd]([P](C2C=CC=CC=2)(C2C=CC=CC=2)C2C=CC=CC=2)([P](C2C=CC=CC=2)(C2C=CC=CC=2)C2C=CC=CC=2)[P](C2C=CC=CC=2)(C2C=CC=CC=2)C2C=CC=CC=2)(C2C=CC=CC=2)C2C=CC=CC=2)=CC=1. The product is [CH2:1]([O:8][C:9]1[CH:10]=[C:11]([C:16]2[C:17]([C:36]3[C:41]([Cl:42])=[CH:40][CH:39]=[CH:38][N:37]=3)=[CH:18][CH:19]=[C:20]([C:22]([O:24][CH3:25])=[O:23])[N:21]=2)[CH:12]=[CH:13][C:14]=1[Cl:15])[C:2]1[CH:7]=[CH:6][CH:5]=[CH:4][CH:3]=1. The yield is 0.280. (6) The reactants are [CH3:1][C:2]1[CH:7]=[C:6]([CH3:8])[N:5]=[C:4]([N:9]2[CH2:16][CH:15]3[CH:11]([CH2:12][NH:13][CH2:14]3)[CH2:10]2)[N:3]=1.[N:17]1([C:22]2[CH:26]=[CH:25][S:24][C:23]=2[C:27](O)=[O:28])[CH:21]=[CH:20][CH:19]=[CH:18]1.CN(C(ON1N=NC2C=CC=NC1=2)=[N+](C)C)C.F[P-](F)(F)(F)(F)F.CCN(C(C)C)C(C)C. The catalyst is C(OCC)(=O)C.CN(C=O)C. The product is [CH3:1][C:2]1[CH:7]=[C:6]([CH3:8])[N:5]=[C:4]([N:9]2[CH2:16][CH:15]3[CH:11]([CH2:12][N:13]([C:27]([C:23]4[S:24][CH:25]=[CH:26][C:22]=4[N:17]4[CH:21]=[CH:20][CH:19]=[CH:18]4)=[O:28])[CH2:14]3)[CH2:10]2)[N:3]=1. The yield is 0.730. (7) The reactants are [CH2:1]1[CH:5]2[C@@H:6]3C=C[C@H]([CH:4]2C=[CH:2]1)C3.[C:11]([O:15][CH2:16][C:17]1[CH:22]=[CH:21][CH:20]=[CH:19][CH:18]=1)(=[O:14])[CH:12]=[CH2:13].C1(C=CC(O)=CC=1)O. No catalyst specified. The product is [CH2:16]([O:15][C:11]([CH:12]1[CH2:4][CH:5]2[CH2:6][CH:13]1[CH:2]=[CH:1]2)=[O:14])[C:17]1[CH:22]=[CH:21][CH:20]=[CH:19][CH:18]=1. The yield is 0.650.